Dataset: Catalyst prediction with 721,799 reactions and 888 catalyst types from USPTO. Task: Predict which catalyst facilitates the given reaction. (1) Reactant: [CH:1]([C:3]1[S:7][C:6](=[O:8])[N:5]([CH3:9])[C:4]=1[C:10]1[CH:22]=[N:21][C:20]2[C:19]3[CH:18]=[CH:17][C:16]([C:23]([O:25][CH3:26])=[O:24])=[CH:15][C:14]=3[N:13]([CH:27]([C:34]3[CH:39]=[CH:38][CH:37]=[CH:36][CH:35]=3)[CH:28]3[CH2:33][CH2:32][O:31][CH2:30][CH2:29]3)[C:12]=2[CH:11]=1)=[O:2].[BH4-].[Na+]. Product: [OH:2][CH2:1][C:3]1[S:7][C:6](=[O:8])[N:5]([CH3:9])[C:4]=1[C:10]1[CH:22]=[N:21][C:20]2[C:19]3[CH:18]=[CH:17][C:16]([C:23]([O:25][CH3:26])=[O:24])=[CH:15][C:14]=3[N:13]([CH:27]([C:34]3[CH:39]=[CH:38][CH:37]=[CH:36][CH:35]=3)[CH:28]3[CH2:29][CH2:30][O:31][CH2:32][CH2:33]3)[C:12]=2[CH:11]=1. The catalyst class is: 5. (2) Reactant: [CH2:1]([NH:8][C:9]1[CH:17]=[C:16]([N:18]2[CH2:23][CH2:22][N:21]([C:24](=[O:31])[C:25]3[CH:30]=[CH:29][CH:28]=[CH:27][CH:26]=3)[CH2:20][CH2:19]2)[CH:15]=[CH:14][C:10]=1[C:11]([OH:13])=O)[C:2]1[CH:7]=[CH:6][CH:5]=[CH:4][CH:3]=1.[CH3:32][NH:33][CH3:34].C1COCC1.C1(P(N=[N+]=[N-])(C2C=CC=CC=2)=O)C=CC=CC=1. Product: [CH2:1]([NH:8][C:9]1[CH:17]=[C:16]([N:18]2[CH2:19][CH2:20][N:21]([C:24](=[O:31])[C:25]3[CH:30]=[CH:29][CH:28]=[CH:27][CH:26]=3)[CH2:22][CH2:23]2)[CH:15]=[CH:14][C:10]=1[C:11]([N:33]([CH3:34])[CH3:32])=[O:13])[C:2]1[CH:7]=[CH:6][CH:5]=[CH:4][CH:3]=1. The catalyst class is: 1. (3) Reactant: [NH2:1][C@@H:2]1[CH2:7][CH2:6][C@H:5]([N:8]2[C:12]3[N:13]=[CH:14][N:15]=[C:16]([NH2:17])[C:11]=3[C:10]([C:18]3[CH:23]=[CH:22][CH:21]=[C:20]([O:24][CH2:25][C:26]4[CH:31]=[CH:30][CH:29]=[CH:28][CH:27]=4)[CH:19]=3)=[CH:9]2)[CH2:4][CH2:3]1.[CH3:32][N:33]=[C:34]=[O:35]. Product: [NH2:17][C:16]1[C:11]2[C:10]([C:18]3[CH:23]=[CH:22][CH:21]=[C:20]([O:24][CH2:25][C:26]4[CH:27]=[CH:28][CH:29]=[CH:30][CH:31]=4)[CH:19]=3)=[CH:9][N:8]([C@@H:5]3[CH2:4][CH2:3][C@H:2]([NH:1][C:34]([NH:33][CH3:32])=[O:35])[CH2:7][CH2:6]3)[C:12]=2[N:13]=[CH:14][N:15]=1. The catalyst class is: 10. (4) Reactant: CS(C)=O.C(Cl)(=O)C(Cl)=O.[CH3:11][C:12]1([CH3:22])[CH2:17][O:16][CH:15]([CH2:18][CH2:19][CH2:20][OH:21])[O:14][CH2:13]1.C(N(CC)CC)C. Product: [CH3:11][C:12]1([CH3:22])[CH2:13][O:14][CH:15]([CH2:18][CH2:19][CH:20]=[O:21])[O:16][CH2:17]1. The catalyst class is: 2. (5) Reactant: C([Si](C)(C)[O:6][CH2:7][CH2:8][O:9][C:10]1[CH:15]=[CH:14][C:13]([C@@H:16]2[N:21]3[CH2:22][CH2:23][N:24]([C:26]([C:28]4[CH:29]=[N:30][C:31]([C:34]([F:37])([F:36])[F:35])=[CH:32][CH:33]=4)=[O:27])[CH2:25][C@@H:20]3[CH2:19][CH2:18][CH2:17]2)=[C:12]([CH3:38])[C:11]=1[CH3:39])(C)(C)C.[F-].C([N+](CCCC)(CCCC)CCCC)CCC. Product: [OH:6][CH2:7][CH2:8][O:9][C:10]1[CH:15]=[CH:14][C:13]([C@@H:16]2[N:21]3[CH2:22][CH2:23][N:24]([C:26]([C:28]4[CH:29]=[N:30][C:31]([C:34]([F:35])([F:37])[F:36])=[CH:32][CH:33]=4)=[O:27])[CH2:25][C@@H:20]3[CH2:19][CH2:18][CH2:17]2)=[C:12]([CH3:38])[C:11]=1[CH3:39]. The catalyst class is: 1. (6) Reactant: Cl.[CH3:2][N:3]1[CH2:8][CH2:7][CH:6]([N:9]2[CH2:14][CH2:13][CH:12]([NH2:15])[CH2:11][CH2:10]2)[CH2:5][CH2:4]1.CCN(CC)CC.[N:23]1[CH:28]=[CH:27][C:26]([C:29]([C:31]2[CH:38]=[CH:37][C:34]([CH:35]=O)=[CH:33][CH:32]=2)=[O:30])=[CH:25][CH:24]=1.C([BH3-])#N.[Na+]. Product: [CH3:2][N:3]1[CH2:8][CH2:7][CH:6]([N:9]2[CH2:10][CH2:11][CH:12]([NH:15][CH2:35][C:34]3[CH:33]=[CH:32][C:31]([C:29]([C:26]4[CH:25]=[CH:24][N:23]=[CH:28][CH:27]=4)=[O:30])=[CH:38][CH:37]=3)[CH2:13][CH2:14]2)[CH2:5][CH2:4]1. The catalyst class is: 14. (7) Product: [CH3:1][O:2][C:3]([C:5]1[S:6][C:7]([Sn:32]([CH2:46][CH2:47][CH2:48][CH3:49])([CH2:50][CH2:51][CH2:52][CH3:53])[CH2:28][CH2:29][CH2:30][CH3:31])=[CH:8][C:9]=1[N:10]([C@H:20]1[CH2:25][CH2:24][C@H:23]([OH:26])[CH2:22][CH2:21]1)[C:11]([C@H:13]1[CH2:18][CH2:17][C@H:16]([CH3:19])[CH2:15][CH2:14]1)=[O:12])=[O:4]. Reactant: [CH3:1][O:2][C:3]([C:5]1[S:6][C:7](Br)=[CH:8][C:9]=1[N:10]([C@H:20]1[CH2:25][CH2:24][C@H:23]([OH:26])[CH2:22][CH2:21]1)[C:11]([C@H:13]1[CH2:18][CH2:17][C@H:16]([CH3:19])[CH2:15][CH2:14]1)=[O:12])=[O:4].[CH2:28]([Sn:32]([CH2:50][CH2:51][CH2:52][CH3:53])([CH2:46][CH2:47][CH2:48][CH3:49])[Sn:32]([CH2:46][CH2:47][CH2:48][CH3:49])([CH2:50][CH2:51][CH2:52][CH3:53])[CH2:28][CH2:29][CH2:30][CH3:31])[CH2:29][CH2:30][CH3:31]. The catalyst class is: 109.